This data is from Full USPTO retrosynthesis dataset with 1.9M reactions from patents (1976-2016). The task is: Predict the reactants needed to synthesize the given product. (1) Given the product [CH3:15][C:16]1([CH3:30])[CH2:21][CH:20]([N:12]2[CH:13]=[C:9]([B:4]3[O:5][C:6]([CH3:7])([CH3:8])[C:2]([CH3:14])([CH3:1])[O:3]3)[CH:10]=[N:11]2)[CH2:19][CH2:18][CH:17]1[C:27]([O:29][CH3:31])=[O:28], predict the reactants needed to synthesize it. The reactants are: [CH3:1][C:2]1([CH3:14])[C:6]([CH3:8])([CH3:7])[O:5][B:4]([C:9]2[CH:10]=[N:11][NH:12][CH:13]=2)[O:3]1.[CH3:15][C:16]1([CH3:30])[CH2:21][CH:20](OS(C)(=O)=O)[CH2:19][CH2:18][CH:17]1[C:27]([O-:29])=[O:28].[C:31](=O)([O-])[O-].[Cs+].[Cs+].CN(C=O)C. (2) Given the product [Cl:32][C:27]1[CH:26]=[C:25]([NH:24][C:22](=[O:23])[C:21]2[CH:33]=[CH:34][C:35]([CH2:36][CH2:37][F:38])=[C:19]([S:16]([N:12]3[CH2:13][CH2:14][CH2:15][CH:9]([OH:8])[CH2:10][CH2:11]3)(=[O:18])=[O:17])[CH:20]=2)[CH:30]=[CH:29][C:28]=1[F:31], predict the reactants needed to synthesize it. The reactants are: C([O:8][CH:9]1[CH2:15][CH2:14][CH2:13][N:12]([S:16]([C:19]2[CH:20]=[C:21]([CH:33]=[CH:34][C:35]=2[CH2:36][CH2:37][F:38])[C:22]([NH:24][C:25]2[CH:30]=[CH:29][C:28]([F:31])=[C:27]([Cl:32])[CH:26]=2)=[O:23])(=[O:18])=[O:17])[CH2:11][CH2:10]1)C1C=CC=CC=1. (3) Given the product [ClH:29].[OH:1][C@H:2]1[CH2:6][NH:5][C@H:4]([C:14]([NH:15][CH2:16][C:17]2[CH:18]=[CH:19][C:20]([C:23]3[O:27][CH:26]=[N:25][CH:24]=3)=[CH:21][CH:22]=2)=[O:28])[CH2:3]1, predict the reactants needed to synthesize it. The reactants are: [OH:1][C@H:2]1[CH2:6][N:5](C(OC(C)(C)C)=O)[C@H:4]([C:14](=[O:28])[NH:15][CH2:16][C:17]2[CH:22]=[CH:21][C:20]([C:23]3[O:27][CH:26]=[N:25][CH:24]=3)=[CH:19][CH:18]=2)[CH2:3]1.[ClH:29]. (4) Given the product [CH3:1][C:2]1[C:3]([NH:8][S:9]([C:12]2[S:13][C:14]([CH3:38])=[CH:15][C:16]=2[C:17]2[CH:22]=[CH:21][C:20]([CH2:23][N:24]3[C:32]4[CH:31]=[C:30]([CH2:33][CH3:34])[N:29]=[C:28]([CH3:35])[C:27]=4[C:26]([CH3:36])=[N:25]3)=[CH:19][C:18]=2[CH3:37])(=[O:10])=[O:11])=[N:4][O:5][C:6]=1[CH3:7], predict the reactants needed to synthesize it. The reactants are: [CH3:1][C:2]1[C:3]([N:8](COCCOC)[S:9]([C:12]2[S:13][C:14]([CH3:38])=[CH:15][C:16]=2[C:17]2[CH:22]=[CH:21][C:20]([CH2:23][N:24]3[C:32]4[CH:31]=[C:30]([CH2:33][CH3:34])[N:29]=[C:28]([CH3:35])[C:27]=4[C:26]([CH3:36])=[N:25]3)=[CH:19][C:18]=2[CH3:37])(=[O:11])=[O:10])=[N:4][O:5][C:6]=1[CH3:7].C(O)C.Cl.C(=O)(O)[O-].[Na+].